From a dataset of Drug-target binding data from BindingDB using Ki measurements. Regression. Given a target protein amino acid sequence and a drug SMILES string, predict the binding affinity score between them. We predict pKi (pKi = -log10(Ki in M); higher means stronger inhibition). Dataset: bindingdb_ki. (1) The compound is CN1[C@@H]2CC[C@@H]1[C@@H](c1cncc(-c3cccnc3F)c1)C2. The target protein (P43143) has sequence MLNGWGRGDLRSGLCLWICGFLAFFKGSRGCVSEEQLFHTLFAHYNRFIRPVENVSDPVTVHFELAITQLANVDEVNQIMETNLWLRHVWKDYRLCWDPTEYDGIETLRVPADNIWKPDIVLYNNAVGDFQVEGKTKALLKYDGVITWTPPAIFKSSCPMDITFFPFDHQNCSLKFGSWTYDKAEIDLLIIGSKVDMNDFWENSEWEIVDASGYKHDIKYNCCEEIYTDITYSFYIRRLPMFYTINLIIPCLFISFLTVLVFYLPSDCGEKVTLCISVLLSLTVFLLVITETIPSTSLVIPLVGEYLLFTMIFVTLSIVVTVFVLNIHYRTPATHTMPKWVKTMFLQVFPSILMMRRPLDKTKEMDGVKDPKTHTKRPAKVKFTHRKEPKLLKECRHCHKSSEIAPGKRLSQQPAQWVTENSEHPPDVEDVIDSVQFIAENMKSHNETKEVEDDWKYMAMVVDRVFLWVFIIVCVFGTVGLFLQPLLGNTGAS. The pKi is 9.9. (2) The drug is Nc1ncc(Cc2ccccc2)c(N)n1. The target protein sequence is MISLIAALAVDRVIGMENAMPWNLPADLAWFKRNTLNKPVVMGRHTWESIGRPLPGRKNIIISSQPGTDDRVQWVKSVDEAIAACGDAPEIMVIGGGRVYEQFLPKAQKLYLTHIDAEVEGDTHFPDYEPDDWESVFSEFHDADAQNSHSYCFEILERR. The pKi is 6.2. (3) The drug is CC1(C)N=C(N)N=C(N)N1c1cccc(COc2cccc(C#N)c2)c1. The target protein (P07382) has sequence MSRAAARFKIPMPETKADFAFPSLRAFSIVVALDMQHGIGDGESIPWRVPEDMTFFKNQTTLLRNKKPPTEKKRNAVVMGRKTWESVPVKFRPLKGRLNIVLSSKATVEELLAPLPEGQRAAAAQDVVVVNGGLAEALRLLARPLYCSSIETAYCVGGAQVYADAMLSPCIEKLQEVYLTRIYATAPACTRFFPFPPENAATAWDLASSQGRRKSEAEGLEFEICKYVPRNHEERQYLELIDRIMKTGIVKEDRTGVGTISLFGAQMRFSLRDNRLPLLTTKRVFWRGVCEELLWFLRGETSAQLLADKDIHIWDGNGSREFLDSRGLTENKEMDLGPVYGFQWRHFGADYKGFEANYDGEGVDQIKLIVETIKTNPNDRRLLVTAWNPCALQKMALPPCHLLAQFYVNTDTSELSCMLYQRSCDMGLGVPFNIASYALLTILIAKATGLRPGELVHTLGDAHVYRNHVDALKAQLERVPHAFPTLIFKEERQYLEDYEL.... The pKi is 6.8. (4) The small molecule is CP(=O)(O)O. The target protein (P03772) has sequence MRYYEKIDGSKYRNIWVVGDLHGCYTNLMNKLDTIGFDNKKDLLISVGDLVDRGAENVECLELITFPWFRAVRGNHEQMMIDGLSERGNVNHWLLNGGGWFFNLDYDKEILAKALAHKADELPLIIELVSKDKKYVICHADYPFDEYEFGKPVDHQQVIWNRERISNSQNGIVKEIKGADTFIFGHTPAVKPLKFANQMYIDTGAVFCGNLTLIQVQGEGA. The pKi is 3.0. (5) The target protein (P13945) has sequence MAPWPHENSSLAPWPDLPTLAPNTANTSGLPGVPWEAALAGALLALAVLATVGGNLLVIVAIAWTPRLQTMTNVFVTSLAAADLVMGLLVVPPAATLALTGHWPLGATGCELWTSVDVLCVTASIETLCALAVDRYLAVTNPLRYGALVTKRCARTAVVLVWVVSAAVSFAPIMSQWWRVGADAEAQRCHSNPRCCAFASNMPYVLLSSSVSFYLPLLVMLFVYARVFVVATRQLRLLRGELGRFPPEESPPAPSRSLAPAPVGTCAPPEGVPACGRRPARLLPLREHRALCTLGLIMGTFTLCWLPFFLANVLRALGGPSLVPGPAFLALNWLGYANSAFNPLIYCRSPDFRSAFRRLLCRCGRRLPPEPCAAARPALFPSGVPAARSSPAQPRLCQRLDGASWGVS. The compound is C=CCc1ccccc1OCC(O)CN1CCC(CN2C(=O)c3cccc4cc(O)cc(c34)C2=O)CC1. The pKi is 5.7. (6) The small molecule is CC(C)[C@H](NC(=O)[C@@H]1CCCN1C(=O)[C@H](COP(=O)(O)O)NC(=O)c1cccc(-c2ccccc2)c1)C(=O)N[C@@H](Cc1ccccc1)C(=O)O. The target protein (P38398) has sequence MDLSALRVEEVQNVINAMQKILECPICLELIKEPVSTKCDHIFCKFCMLKLLNQKKGPSQCPLCKNDITKRSLQESTRFSQLVEELLKIICAFQLDTGLEYANSYNFAKKENNSPEHLKDEVSIIQSMGYRNRAKRLLQSEPENPSLQETSLSVQLSNLGTVRTLRTKQRIQPQKTSVYIELGSDSSEDTVNKATYCSVGDQELLQITPQGTRDEISLDSAKKAACEFSETDVTNTEHHQPSNNDLNTTEKRAAERHPEKYQGSSVSNLHVEPCGTNTHASSLQHENSSLLLTKDRMNVEKAEFCNKSKQPGLARSQHNRWAGSKETCNDRRTPSTEKKVDLNADPLCERKEWNKQKLPCSENPRDTEDVPWITLNSSIQKVNEWFSRSDELLGSDDSHDGESESNAKVADVLDVLNEVDEYSGSSEKIDLLASDPHEALICKSERVHSKSVESNIEDKIFGKTYRKKASLPNLSHVTENLIIGAFVTEPQIIQERPLTN.... The pKi is 7.1. (7) The small molecule is CN1CC[C@@H](COC(=O)Nc2ccc(F)cc2-c2cc(Cl)cc(C(F)(F)F)c2)C1. The target protein (P20309) has sequence MTLHNNSTTSPLFPNISSSWIHSPSDAGLPPGTVTHFGSYNVSRAAGNFSSPDGTTDDPLGGHTVWQVVFIAFLTGILALVTIIGNILVIVSFKVNKQLKTVNNYFLLSLACADLIIGVISMNLFTTYIIMNRWALGNLACDLWLAIDYVASNASVMNLLVISFDRYFSITRPLTYRAKRTTKRAGVMIGLAWVISFVLWAPAILFWQYFVGKRTVPPGECFIQFLSEPTITFGTAIAAFYMPVTIMTILYWRIYKETEKRTKELAGLQASGTEAETENFVHPTGSSRSCSSYELQQQSMKRSNRRKYGRCHFWFTTKSWKPSSEQMDQDHSSSDSWNNNDAAASLENSASSDEEDIGSETRAIYSIVLKLPGHSTILNSTKLPSSDNLQVPEEELGMVDLERKADKLQAQKSVDDGGSFPKSFSKLPIQLESAVDTAKTSDVNSSVGKSTATLPLSFKEATLAKRFALKTRSQITKRKRMSLVKEKKAAQTLSAILLAF.... The pKi is 6.0. (8) The compound is C=CC1C[C@]1(NC(=O)C1C[C@@H](Oc2cc(-c3csc(NC(=O)C(C)C)n3)nc3c(Br)c(OC)ccc23)CN1C(=O)[C@@H](NC(=O)OC1CCCC1)C(C)(C)C)C(=O)O. The target protein sequence is APITAYSQQTRGLLGCIITSLTGRDKNQVEGEVQVVSTATQSFLATCVNGVCWTVYHGAGSKTLAGPKGPITQMYTNVDQDLVGWQAPPGARSLTPCTCGSSDLYLVTRHADVIPVRRRGDSRGSLLSPRPVSYLKGSSGGPLLCPSGHAVGIFRAAVCTRGVAKAVDFVPVESMETTMRASKKKK. The pKi is 9.2.